Predict which catalyst facilitates the given reaction. From a dataset of Catalyst prediction with 721,799 reactions and 888 catalyst types from USPTO. (1) Reactant: [N:1]1([C:7]([OH:9])=[O:8])[CH2:6][CH2:5][NH:4][CH2:3][CH2:2]1.C(=O)([O-])[O-].[K+].[K+].[C:16]([N:19]1[C:27]2[C:22](=[CH:23][C:24]([C:28](=O)[CH2:29]Br)=[CH:25][CH:26]=2)[CH2:21][CH2:20]1)(=[O:18])[CH3:17]. Product: [C:16]([N:19]1[C:27]2[C:22](=[CH:23][C:24]([CH2:28][CH2:29][N:4]3[CH2:5][CH2:6][N:1]([C:7]([O:9][C:22]([CH3:27])([CH3:23])[CH3:21])=[O:8])[CH2:2][CH2:3]3)=[CH:25][CH:26]=2)[CH2:21][CH2:20]1)(=[O:18])[CH3:17]. The catalyst class is: 10. (2) Reactant: Cl[C:2]1[CH:3]=[CH:4][C:5]([N+:18]([O-:20])=[O:19])=[C:6]([C:8]2[O:9][C:10]3[CH:16]=[CH:15][CH:14]=[C:13]([F:17])[C:11]=3[N:12]=2)[CH:7]=1.[F:21][C:22]1[CH:27]=[CH:26][C:25]([C:28]2[O:29][C:30]3[CH:40]=[C:39]([N:41]([CH3:46])[S:42]([CH3:45])(=[O:44])=[O:43])[C:38](B4OC(C)(C)C(C)(C)O4)=[CH:37][C:31]=3[C:32]=2[C:33]([NH:35][CH3:36])=[O:34])=[CH:24][CH:23]=1.CC(C1C=C(C(C)C)C(C2C=CC=CC=2P(C2CCCCC2)C2CCCCC2)=C(C(C)C)C=1)C.[O-]P([O-])([O-])=O.[K+].[K+].[K+]. Product: [F:17][C:13]1[C:11]2[N:12]=[C:8]([C:6]3[CH:7]=[C:2]([C:38]4[C:39]([N:41]([CH3:46])[S:42]([CH3:45])(=[O:44])=[O:43])=[CH:40][C:30]5[O:29][C:28]([C:25]6[CH:26]=[CH:27][C:22]([F:21])=[CH:23][CH:24]=6)=[C:32]([C:33]([NH:35][CH3:36])=[O:34])[C:31]=5[CH:37]=4)[CH:3]=[CH:4][C:5]=3[N+:18]([O-:20])=[O:19])[O:9][C:10]=2[CH:16]=[CH:15][CH:14]=1. The catalyst class is: 62. (3) Reactant: [C:1]([O:6][CH2:7][CH2:8]Br)(=[O:5])[C:2]([CH3:4])=[O:3].[NH:10]1[C:19]2[C:14](=[CH:15][CH:16]=[CH:17][CH:18]=2)[CH2:13][CH2:12][CH2:11]1. Product: [CH2:7]([O:6][C:1](=[O:5])[C:2](=[O:3])[CH2:4][N:10]1[C:19]2[C:14](=[CH:15][CH:16]=[CH:17][CH:18]=2)[CH2:13][CH2:12][CH2:11]1)[CH3:8]. The catalyst class is: 7.